Dataset: Reaction yield outcomes from USPTO patents with 853,638 reactions. Task: Predict the reaction yield, written as a fraction of the theoretical maximum amount of product (1.0 means a 100% yield; for example, 0.34 means a 34% yield). The reactants are [F:1][C:2]([F:24])([F:23])[S:3]([C:6]1[CH:11]=[CH:10][C:9]([NH:12][C:13]2[C:14]3[CH2:22][NH:21][CH2:20][CH2:19][C:15]=3[N:16]=[CH:17][N:18]=2)=[CH:8][CH:7]=1)(=[O:5])=[O:4].Cl[C:26]1[C:31]([Cl:32])=[CH:30][CH:29]=[CH:28][N:27]=1.C(N(CC)C(C)C)(C)C. No catalyst specified. The product is [Cl:32][C:31]1[C:26]([N:21]2[CH2:20][CH2:19][C:15]3[N:16]=[CH:17][N:18]=[C:13]([NH:12][C:9]4[CH:10]=[CH:11][C:6]([S:3]([C:2]([F:1])([F:23])[F:24])(=[O:4])=[O:5])=[CH:7][CH:8]=4)[C:14]=3[CH2:22]2)=[N:27][CH:28]=[CH:29][CH:30]=1. The yield is 0.190.